From a dataset of M1 muscarinic receptor antagonist screen with 61,756 compounds. Binary Classification. Given a drug SMILES string, predict its activity (active/inactive) in a high-throughput screening assay against a specified biological target. (1) The compound is Cl\C(=C\Cn1c2c(n(c(=O)n(c2=O)C)C)nc1NCCc1ccccc1)C. The result is 0 (inactive). (2) The molecule is O(c1c(C2n3[nH]c(nc3=NC(=C2C(OCC)=O)C)C)cc(OC)cc1)C. The result is 0 (inactive). (3) The molecule is s1c(NC(=O)CSc2oc(nn2)c2occc2)c(c(c1C(OCC)=O)C)C(OCC)=O. The result is 0 (inactive).